From a dataset of Full USPTO retrosynthesis dataset with 1.9M reactions from patents (1976-2016). Predict the reactants needed to synthesize the given product. Given the product [CH3:16][O:15][N:17]=[C:4]([C:6]1[CH:11]=[CH:10][C:9]([CH2:12][CH3:13])=[CH:8][N:7]=1)[CH2:3][Br:2], predict the reactants needed to synthesize it. The reactants are: Br.[Br:2][CH2:3][C:4]([C:6]1[CH:11]=[CH:10][C:9]([CH2:12][CH3:13])=[CH:8][N:7]=1)=O.Cl.[O:15]([NH2:17])[CH3:16].